Dataset: Serine/threonine kinase 33 screen with 319,792 compounds. Task: Binary Classification. Given a drug SMILES string, predict its activity (active/inactive) in a high-throughput screening assay against a specified biological target. The drug is S(Cc1oc(C(=O)NC(CC)C)cc1)Cc1cc(F)ccc1. The result is 0 (inactive).